Dataset: NCI-60 drug combinations with 297,098 pairs across 59 cell lines. Task: Regression. Given two drug SMILES strings and cell line genomic features, predict the synergy score measuring deviation from expected non-interaction effect. (1) Drug 1: CC1CCC2CC(C(=CC=CC=CC(CC(C(=O)C(C(C(=CC(C(=O)CC(OC(=O)C3CCCCN3C(=O)C(=O)C1(O2)O)C(C)CC4CCC(C(C4)OC)O)C)C)O)OC)C)C)C)OC. Drug 2: C1C(C(OC1N2C=NC(=NC2=O)N)CO)O. Cell line: SK-MEL-28. Synergy scores: CSS=14.2, Synergy_ZIP=2.91, Synergy_Bliss=5.56, Synergy_Loewe=0.512, Synergy_HSA=2.78. (2) Drug 1: CC1=C(C=C(C=C1)C(=O)NC2=CC(=CC(=C2)C(F)(F)F)N3C=C(N=C3)C)NC4=NC=CC(=N4)C5=CN=CC=C5. Drug 2: CC1CCCC2(C(O2)CC(NC(=O)CC(C(C(=O)C(C1O)C)(C)C)O)C(=CC3=CSC(=N3)C)C)C. Cell line: COLO 205. Synergy scores: CSS=53.0, Synergy_ZIP=0.236, Synergy_Bliss=0.202, Synergy_Loewe=0.688, Synergy_HSA=4.13. (3) Drug 1: CN1CCC(CC1)COC2=C(C=C3C(=C2)N=CN=C3NC4=C(C=C(C=C4)Br)F)OC. Drug 2: C1CCN(CC1)CCOC2=CC=C(C=C2)C(=O)C3=C(SC4=C3C=CC(=C4)O)C5=CC=C(C=C5)O. Cell line: NCI-H522. Synergy scores: CSS=24.1, Synergy_ZIP=-4.44, Synergy_Bliss=4.17, Synergy_Loewe=-4.43, Synergy_HSA=4.04. (4) Drug 1: CC1OCC2C(O1)C(C(C(O2)OC3C4COC(=O)C4C(C5=CC6=C(C=C35)OCO6)C7=CC(=C(C(=C7)OC)O)OC)O)O. Drug 2: CCN(CC)CCNC(=O)C1=C(NC(=C1C)C=C2C3=C(C=CC(=C3)F)NC2=O)C. Cell line: HCT-15. Synergy scores: CSS=44.7, Synergy_ZIP=-0.598, Synergy_Bliss=-0.177, Synergy_Loewe=-1.58, Synergy_HSA=0.363. (5) Drug 1: C1CC(C1)(C(=O)O)C(=O)O.[NH2-].[NH2-].[Pt+2]. Drug 2: COC1=NC(=NC2=C1N=CN2C3C(C(C(O3)CO)O)O)N. Cell line: NCI/ADR-RES. Synergy scores: CSS=1.68, Synergy_ZIP=-1.44, Synergy_Bliss=-2.11, Synergy_Loewe=-5.68, Synergy_HSA=-3.69. (6) Drug 1: CN(C)C1=NC(=NC(=N1)N(C)C)N(C)C. Drug 2: C1CCC(C(C1)N)N.C(=O)(C(=O)[O-])[O-].[Pt+4]. Cell line: CCRF-CEM. Synergy scores: CSS=19.7, Synergy_ZIP=-3.95, Synergy_Bliss=-1.64, Synergy_Loewe=-69.0, Synergy_HSA=-4.03. (7) Drug 1: CC1=C(C(=CC=C1)Cl)NC(=O)C2=CN=C(S2)NC3=CC(=NC(=N3)C)N4CCN(CC4)CCO. Drug 2: C1=CC=C(C(=C1)C(C2=CC=C(C=C2)Cl)C(Cl)Cl)Cl. Cell line: LOX IMVI. Synergy scores: CSS=3.82, Synergy_ZIP=0.376, Synergy_Bliss=3.93, Synergy_Loewe=-1.90, Synergy_HSA=1.32.